Predict the reaction yield, written as a fraction of the theoretical maximum amount of product (1.0 means a 100% yield; for example, 0.34 means a 34% yield). From a dataset of Reaction yield outcomes from USPTO patents with 853,638 reactions. (1) The reactants are Cl.C[O:3][CH:4](OC)[CH2:5][NH:6][C:7]([C:9]1[NH:10][N:11]=[C:12]([CH2:14][O:15][C:16]2[CH:21]=[CH:20][CH:19]=[CH:18][CH:17]=2)[CH:13]=1)=[O:8]. The catalyst is O.CC(C)=O. The product is [OH:3][CH:4]1[N:10]2[N:11]=[C:12]([CH2:14][O:15][C:16]3[CH:21]=[CH:20][CH:19]=[CH:18][CH:17]=3)[CH:13]=[C:9]2[C:7](=[O:8])[NH:6][CH2:5]1. The yield is 0.300. (2) The reactants are [CH2:1]([C@@H:8]1[CH2:12][O:11][C:10](=[O:13])[N:9]1[C:14](=[O:23])[CH2:15][C:16]1[CH:21]=[CH:20][CH:19]=[C:18]([Cl:22])[CH:17]=1)[C:2]1[CH:7]=[CH:6][CH:5]=[CH:4][CH:3]=1.CCN(C(C)C)C(C)C.CO[CH:35]1[N:39]([C:40]([O:42][C:43]([CH3:46])([CH3:45])[CH3:44])=[O:41])[C:38]([CH3:48])([CH3:47])[CH2:37][CH2:36]1. The catalyst is C(Cl)Cl.Cl[Ti](Cl)(Cl)Cl. The product is [CH2:1]([C@@H:8]1[CH2:12][O:11][C:10](=[O:13])[N:9]1[C:14](=[O:23])[C@H:15]([C@H:35]1[N:39]([C:40]([O:42][C:43]([CH3:46])([CH3:45])[CH3:44])=[O:41])[C:38]([CH3:48])([CH3:47])[CH2:37][CH2:36]1)[C:16]1[CH:21]=[CH:20][CH:19]=[C:18]([Cl:22])[CH:17]=1)[C:2]1[CH:7]=[CH:6][CH:5]=[CH:4][CH:3]=1. The yield is 0.629. (3) The yield is 0.300. The product is [ClH:1].[CH3:24][O:25][C:26]1[CH:27]=[C:28]([NH:32][C:33]([N:10]2[CH2:11][CH2:12][C:7]3[NH:6][C:5]4[N:13]=[CH:14][C:2]([Cl:1])=[CH:3][C:4]=4[C:8]=3[CH2:9]2)=[O:34])[CH:29]=[CH:30][CH:31]=1. The reactants are [Cl:1][C:2]1[CH:14]=[N:13][C:5]2[NH:6][C:7]3[CH2:12][CH2:11][NH:10][CH2:9][C:8]=3[C:4]=2[CH:3]=1.CCN(C(C)C)C(C)C.[CH3:24][O:25][C:26]1[CH:27]=[C:28]([N:32]=[C:33]=[O:34])[CH:29]=[CH:30][CH:31]=1.Cl.CCOCC. The catalyst is C(Cl)Cl.CCOCC. (4) The reactants are N[C:2]1[CH:7]=[C:6]([C:8]([F:11])([F:10])[F:9])[CH:5]=[CH:4][C:3]=1[S:12]([NH:15][C:16]1[CH:17]=[CH:18][C:19]([F:26])=[C:20]2[C:25]=1[N:24]=[CH:23][CH:22]=[CH:21]2)(=[O:14])=[O:13].N(OC(C)(C)C)=O. The catalyst is CC(O)=O. The product is [F:26][C:19]1[CH:18]=[C:17]2[C:16](=[C:25]3[C:20]=1[CH:21]=[CH:22][CH:23]=[N:24]3)[NH:15][S:12](=[O:13])(=[O:14])[C:3]1[C:2]2=[CH:7][C:6]([C:8]([F:10])([F:11])[F:9])=[CH:5][CH:4]=1. The yield is 0.110.